From a dataset of Forward reaction prediction with 1.9M reactions from USPTO patents (1976-2016). Predict the product of the given reaction. Given the reactants [CH:1](/[C:4]1[CH:5]=[C:6]2[C:11](=[CH:12][CH:13]=1)[N:10]1[CH:14]=[N:15][C:16]([CH2:17][OH:18])=[C:9]1[CH2:8][CH2:7]2)=[CH:2]\[CH3:3].C=C(C1C=C2C(=CC=1)N1C=NC(CO)=C1CC2)C, predict the reaction product. The product is: [CH:1](/[C:4]1[CH:5]=[C:6]2[C:11](=[CH:12][CH:13]=1)[N:10]1[CH:14]=[N:15][C:16]([CH:17]=[O:18])=[C:9]1[CH2:8][CH2:7]2)=[CH:2]\[CH3:3].